This data is from Full USPTO retrosynthesis dataset with 1.9M reactions from patents (1976-2016). The task is: Predict the reactants needed to synthesize the given product. (1) The reactants are: [O:1]=[C:2]1[NH:6][C@@H:5]([C:7]([O:9][CH3:10])=[O:8])[CH2:4][CH2:3]1.CCN(CC)CC.[CH3:18][C:19]([O:22][C:23](O[C:23]([O:22][C:19]([CH3:21])([CH3:20])[CH3:18])=[O:24])=[O:24])([CH3:21])[CH3:20]. Given the product [O:1]=[C:2]1[N:6]([C:23]([O:22][C:19]([CH3:21])([CH3:20])[CH3:18])=[O:24])[C@@H:5]([C:7]([O:9][CH3:10])=[O:8])[CH2:4][CH2:3]1, predict the reactants needed to synthesize it. (2) Given the product [C:21]1([NH:12][C:11]([C:9]2[CH:8]=[CH:7][N:6]3[CH:13]=[C:3]([C:2]([F:1])([F:14])[F:15])[N:4]=[C:5]3[CH:10]=2)=[O:48])[CH:26]=[CH:25][CH:24]=[CH:23][CH:22]=1, predict the reactants needed to synthesize it. The reactants are: [F:1][C:2]([F:15])([F:14])[C:3]1[N:4]=[C:5]2[CH:10]=[C:9]([C:11]#[N:12])[CH:8]=[CH:7][N:6]2[CH:13]=1.O.[OH-].[Li+].Cl.N[C:21]1[CH:26]=[CH:25][CH:24]=[CH:23][CH:22]=1.CCN=C=NCCCN(C)C.Cl.C1C=CC2N([OH:48])N=NC=2C=1.O.C(=O)([O-])O.[Na+]. (3) Given the product [NH2:3][C:4]1[N:5]=[CH:6][C:7]2[S:12][C:11](=[O:1])[NH:10][C:8]=2[N:9]=1, predict the reactants needed to synthesize it. The reactants are: [OH-:1].[Na+].[NH2:3][C:4]1[N:5]=[CH:6][C:7]2[S:12][C:11](=S)[NH:10][C:8]=2[N:9]=1.OO.Cl. (4) Given the product [CH:1]1([C:4]2[N:8]([C:9]3[N:14]=[CH:13][C:12]([NH:15][C:16](=[O:21])[C:17](=[CH:28][N:29]([CH3:31])[CH3:30])[C:18](=[O:20])[CH3:19])=[CH:11][N:10]=3)[N:7]=[C:6]([C:22]([F:24])([F:25])[F:23])[CH:5]=2)[CH2:3][CH2:2]1, predict the reactants needed to synthesize it. The reactants are: [CH:1]1([C:4]2[N:8]([C:9]3[N:14]=[CH:13][C:12]([NH:15][C:16](=[O:21])[CH2:17][C:18](=[O:20])[CH3:19])=[CH:11][N:10]=3)[N:7]=[C:6]([C:22]([F:25])([F:24])[F:23])[CH:5]=2)[CH2:3][CH2:2]1.CO[CH:28](OC)[N:29]([CH3:31])[CH3:30]. (5) Given the product [F:14][CH:15]([CH2:18][NH2:19])[CH2:16][NH:17][C:10]1[C:9]2[C:4](=[CH:5][CH:6]=[C:7]([CH3:13])[CH:8]=2)[N:3]=[C:2]([N:23]2[CH2:24][C:25]3[CH:30]=[CH:29][CH:28]=[CH:27][C:26]=3[S:20](=[O:31])[CH2:21][CH2:22]2)[N:11]=1, predict the reactants needed to synthesize it. The reactants are: Cl[C:2]1[N:11]=[C:10](Cl)[C:9]2[C:4](=[CH:5][CH:6]=[C:7]([CH3:13])[CH:8]=2)[N:3]=1.[F:14][CH:15]([CH2:18][NH2:19])[CH2:16][NH2:17].[S:20]1(=[O:31])[C:26]2[CH:27]=[CH:28][CH:29]=[CH:30][C:25]=2[CH2:24][NH:23][CH2:22][CH2:21]1. (6) Given the product [CH:22]1([N:15]([CH:16]2[CH2:21][CH2:20][CH2:19][CH2:18][CH2:17]2)[C:13](=[O:14])[NH:12][C:10]2[S:11][C:7]([S:6][CH2:5][C:4]([OH:29])=[O:3])=[CH:8][N:9]=2)[CH2:23][CH2:24][CH2:25][CH2:26][CH2:27][CH2:28]1, predict the reactants needed to synthesize it. The reactants are: C([O:3][C:4](=[O:29])[CH2:5][S:6][C:7]1[S:11][C:10]([NH:12][C:13]([N:15]([CH:22]2[CH2:28][CH2:27][CH2:26][CH2:25][CH2:24][CH2:23]2)[CH:16]2[CH2:21][CH2:20][CH2:19][CH2:18][CH2:17]2)=[O:14])=[N:9][CH:8]=1)C.C1(NC2CCCCCC2)CCCCC1.NC1SC=NC=1.C(OC(=O)CS)C. (7) Given the product [F:1][P-:2]([F:7])([F:6])([F:5])([F:4])[F:3].[NH+:9]1[CH:13]=[CH:12][NH:11][CH:10]=1, predict the reactants needed to synthesize it. The reactants are: [F:1][P-:2]([F:7])([F:6])([F:5])([F:4])[F:3].[H+].[NH:9]1[CH:13]=[CH:12][N:11]=[CH:10]1.N1C2C=CC=CC=2NC=1.